Dataset: Reaction yield outcomes from USPTO patents with 853,638 reactions. Task: Predict the reaction yield, written as a fraction of the theoretical maximum amount of product (1.0 means a 100% yield; for example, 0.34 means a 34% yield). (1) The reactants are [N+:1]([C:4]1[CH:9]=[C:8]([C:10]2[CH:11]=[N:12][CH:13]=[CH:14][CH:15]=2)[CH:7]=[CH:6][C:5]=1[OH:16])([O-])=O.C(O)(=O)C. The catalyst is CO.[Pd]. The product is [NH2:1][C:4]1[CH:9]=[C:8]([C:10]2[CH:11]=[N:12][CH:13]=[CH:14][CH:15]=2)[CH:7]=[CH:6][C:5]=1[OH:16]. The yield is 1.00. (2) The reactants are [F:1][C:2]1[CH:34]=[CH:33][C:5]([CH2:6][CH:7]2[CH2:12][CH2:11][N:10]([C:13]([C:15]3[CH:16]=[C:17]4[C:21](=[CH:22][C:23]=3[O:24][CH3:25])[NH:20][CH:19]=[C:18]4[C:26](=[O:32])[C:27]([N:29]([CH3:31])[CH3:30])=[O:28])=[O:14])[CH2:9][CH2:8]2)=[CH:4][CH:3]=1.C[Si]([N-:39][Si](C)(C)C)(C)C.[Li+]. The catalyst is CN1CCCC1=O. The product is [NH2:39][N:20]1[C:21]2[C:17](=[CH:16][C:15]([C:13]([N:10]3[CH2:11][CH2:12][CH:7]([CH2:6][C:5]4[CH:33]=[CH:34][C:2]([F:1])=[CH:3][CH:4]=4)[CH2:8][CH2:9]3)=[O:14])=[C:23]([O:24][CH3:25])[CH:22]=2)[C:18]([C:26](=[O:32])[C:27]([N:29]([CH3:30])[CH3:31])=[O:28])=[CH:19]1. The yield is 0.470. (3) The reactants are Cl[CH2:2][C:3]([CH3:6])([OH:5])[CH3:4].[OH:7][C:8]1[CH:15]=[CH:14][C:11]([C:12]#[N:13])=[CH:10][CH:9]=1.C(=O)([O-])[O-].[K+].[K+].O. The catalyst is C(O)C. The product is [OH:5][C:3]([CH3:6])([CH3:4])[CH2:2][O:7][C:8]1[CH:15]=[CH:14][C:11]([C:12]#[N:13])=[CH:10][CH:9]=1. The yield is 0.940. (4) The yield is 0.800. The reactants are [NH2:1][C@H:2](C(O)=O)[C@H:3]([CH2:5][CH3:6])[CH3:4].[OH-:10].[Na+].Cl[C:13]([O:15][CH3:16])=[O:14].[O:17]1[CH2:22][CH2:21]OCC1. The product is [CH3:16][O:15][C:13]([NH:1][C@H:2]([C@@H:3]([CH3:4])[CH2:5][CH3:6])[CH2:21][C:22]([OH:17])=[O:10])=[O:14]. No catalyst specified. (5) The reactants are [CH2:1]([N:6]1[C:10]([C:11]([NH:13][C:14]2[CH:18]=[C:17]([C:19]([NH:21][CH2:22][CH2:23][CH2:24][N:25]3[CH2:30][CH2:29][O:28][CH2:27][CH2:26]3)=[O:20])[N:16]([CH3:31])[CH:15]=2)=[O:12])=[CH:9][C:8]([NH:32][C:33]([C:35]2[N:36]([CH3:43])[CH:37]=[C:38]([N+:40]([O-])=O)[CH:39]=2)=[O:34])=[CH:7]1)[CH2:2][CH:3]([CH3:5])[CH3:4].[C:44](O)([C:46](F)(F)F)=[O:45]. The catalyst is C(O)C.[Pd]. The product is [C:44]([NH:40][C:38]1[CH:39]=[C:35]([C:33]([NH:32][C:8]2[CH:9]=[C:10]([C:11]([NH:13][C:14]3[CH:18]=[C:17]([C:19]([NH:21][CH2:22][CH2:23][CH2:24][N:25]4[CH2:30][CH2:29][O:28][CH2:27][CH2:26]4)=[O:20])[N:16]([CH3:31])[CH:15]=3)=[O:12])[N:6]([CH2:1][CH2:2][CH:3]([CH3:5])[CH3:4])[CH:7]=2)=[O:34])[N:36]([CH3:43])[CH:37]=1)(=[O:45])[CH3:46]. The yield is 0.350. (6) The reactants are O[C:2]1([C:21]([F:24])([F:23])[F:22])[N:6]([C:7]2[CH:14]=[CH:13][C:10]([C:11]#[N:12])=[CH:9][CH:8]=2)[N:5]=[C:4]([C:15]2[CH:16]=[N:17][CH:18]=[CH:19][CH:20]=2)[CH2:3]1. The catalyst is C(O)(=O)C. The product is [N:17]1[CH:18]=[CH:19][CH:20]=[C:15]([C:4]2[CH:3]=[C:2]([C:21]([F:23])([F:22])[F:24])[N:6]([C:7]3[CH:14]=[CH:13][C:10]([C:11]#[N:12])=[CH:9][CH:8]=3)[N:5]=2)[CH:16]=1. The yield is 0.600. (7) The reactants are [CH3:1][O:2][CH2:3][CH2:4][CH2:5][O:6][C:7]1[CH:12]=[CH:11][N:10]=[C:9]([CH2:13][S:14][C:15]2[NH:19][C:18]3[CH:20]=[CH:21][CH:22]=[CH:23][C:17]=3[N:16]=2)[C:8]=1[CH3:24].[OH-:25].[Na+].O. The catalyst is ClCCl. The product is [CH3:1][O:2][CH2:3][CH2:4][CH2:5][O:6][C:7]1[CH:12]=[CH:11][N:10]=[C:9]([CH2:13][S:14]([C:15]2[NH:16][C:17]3[CH:23]=[CH:22][CH:21]=[CH:20][C:18]=3[N:19]=2)=[O:25])[C:8]=1[CH3:24]. The yield is 0.235. (8) The catalyst is ClCCl. The yield is 0.600. The product is [O:1]1[C:5]2[CH:6]=[CH:7][C:8]([C:10]3([C:13]([NH:15][C:16]4[CH:17]=[C:18]([C:23]5[CH:28]=[CH:27][C:26]([CH2:29][NH:39][CH3:36])=[CH:25][CH:24]=5)[C:19]([CH3:22])=[CH:20][CH:21]=4)=[O:14])[CH2:12][CH2:11]3)=[CH:9][C:4]=2[O:3][CH2:2]1. The reactants are [O:1]1[C:5]2[CH:6]=[CH:7][C:8]([C:10]3([C:13]([NH:15][C:16]4[CH:17]=[C:18]([C:23]5[CH:28]=[CH:27][C:26]([CH2:29]O)=[CH:25][CH:24]=5)[C:19]([CH3:22])=[CH:20][CH:21]=4)=[O:14])[CH2:12][CH2:11]3)=[CH:9][C:4]=2[O:3][CH2:2]1.CS(Cl)(=O)=O.[CH:36]([N:39](CC)C(C)C)(C)C.CN.C1COCC1.